Dataset: Full USPTO retrosynthesis dataset with 1.9M reactions from patents (1976-2016). Task: Predict the reactants needed to synthesize the given product. Given the product [CH2:24]([O:26][C:27]([C:29]1[N:30]([CH3:35])[C:31]([S:34][C:2]2[S:6][C:5]([NH:7][C:8]([N:9]([CH:16]3[CH2:21][CH2:20][CH:19]([CH3:22])[CH2:18][CH2:17]3)[CH:10]3[CH2:15][CH2:14][O:13][CH2:12][CH2:11]3)=[O:23])=[N:4][CH:3]=2)=[N:32][CH:33]=1)=[O:28])[CH3:25], predict the reactants needed to synthesize it. The reactants are: Br[C:2]1[S:6][C:5]([NH:7][C:8](=[O:23])[N:9]([CH:16]2[CH2:21][CH2:20][CH:19]([CH3:22])[CH2:18][CH2:17]2)[CH:10]2[CH2:15][CH2:14][O:13][CH2:12][CH2:11]2)=[N:4][CH:3]=1.[CH2:24]([O:26][C:27]([C:29]1[N:30]([CH3:35])[C:31]([SH:34])=[N:32][CH:33]=1)=[O:28])[CH3:25].